This data is from Full USPTO retrosynthesis dataset with 1.9M reactions from patents (1976-2016). The task is: Predict the reactants needed to synthesize the given product. (1) Given the product [NH2:24][C:23]1[C:2]([Cl:1])=[C:3]([CH:20]=[CH:21][CH:22]=1)[CH2:4][N:5]1[CH2:10][C@H:9]([CH3:11])[N:8]([C:12]([CH:14]2[CH2:18][CH2:17][CH2:16][CH2:15]2)=[O:13])[C@H:7]([CH3:19])[CH2:6]1, predict the reactants needed to synthesize it. The reactants are: [Cl:1][C:2]1[C:23]([N+:24]([O-])=O)=[CH:22][CH:21]=[CH:20][C:3]=1[CH2:4][N:5]1[CH2:10][C@H:9]([CH3:11])[N:8]([C:12]([CH:14]2[CH2:18][CH2:17][CH2:16][CH2:15]2)=[O:13])[C@H:7]([CH3:19])[CH2:6]1.C([O-])=O.[NH4+]. (2) Given the product [NH2:8][C:3]1[C:2]([B:9]([OH:13])[OH:10])=[CH:7][N:6]=[CH:5][N:4]=1, predict the reactants needed to synthesize it. The reactants are: Br[C:2]1[C:3]([NH2:8])=[N:4][CH:5]=[N:6][CH:7]=1.[B:9]1(B2OC(C)(C)C(C)(C)O2)[O:13]C(C)(C)C(C)(C)[O:10]1.C([O-])(=O)C.[K+].C(Cl)Cl. (3) The reactants are: Cl.[Cl:2][C:3]1[CH:11]=[CH:10][CH:9]=[C:8]2[C:4]=1[CH:5]([CH2:15][CH2:16][C:17]1([F:27])[CH2:26][CH2:25][C:20]3(OCC[O:21]3)[CH2:19][CH2:18]1)[N:6]1[CH:14]=[N:13][CH:12]=[C:7]12.C([O-])(O)=O.[Na+]. Given the product [Cl:2][C:3]1[CH:11]=[CH:10][CH:9]=[C:8]2[C:4]=1[CH:5]([CH2:15][CH2:16][C:17]1([F:27])[CH2:26][CH2:25][C:20](=[O:21])[CH2:19][CH2:18]1)[N:6]1[CH:14]=[N:13][CH:12]=[C:7]12, predict the reactants needed to synthesize it.